This data is from Full USPTO retrosynthesis dataset with 1.9M reactions from patents (1976-2016). The task is: Predict the reactants needed to synthesize the given product. (1) Given the product [F:11][C:12]1[CH:17]=[C:16]([F:18])[CH:15]=[CH:14][C:13]=1[CH2:19][C:20]1[CH:21]=[C:22]([OH:23])[N:1]([C:3]2[CH:8]=[C:7]([C:9]#[N:10])[CH:6]=[CH:5][N:4]=2)[N:2]=1, predict the reactants needed to synthesize it. The reactants are: [NH:1]([C:3]1[CH:8]=[C:7]([C:9]#[N:10])[CH:6]=[CH:5][N:4]=1)[NH2:2].[F:11][C:12]1[CH:17]=[C:16]([F:18])[CH:15]=[CH:14][C:13]=1[CH2:19][C:20](=O)[CH2:21][C:22](OC)=[O:23]. (2) The reactants are: [CH3:1][N:2]([CH3:16])[C:3]1([C:10]2[CH:15]=[CH:14][CH:13]=[CH:12][CH:11]=2)[CH2:8][CH2:7][C:6](=O)[CH2:5][CH2:4]1.[CH2:17]([NH2:20])[CH2:18][CH3:19].C(O)(=O)C.[OH-].[Na+]. Given the product [CH3:1][N:2]([CH3:16])[C:3]1([C:10]2[CH:15]=[CH:14][CH:13]=[CH:12][CH:11]=2)[CH2:8][CH2:7][CH:6]([NH:20][CH2:17][CH2:18][CH3:19])[CH2:5][CH2:4]1, predict the reactants needed to synthesize it.